From a dataset of Drug-target binding data from BindingDB using IC50 measurements. Regression. Given a target protein amino acid sequence and a drug SMILES string, predict the binding affinity score between them. We predict pIC50 (pIC50 = -log10(IC50 in M); higher means more potent). Dataset: bindingdb_ic50. (1) The compound is Cc1cc(O)cc(C(C)C)c1. The target protein (P9WIB9) has sequence MLTRPREIYLATAVSIGILLSLIAPLGPPLARADGTSQLAELVDAAAERLEVADPVAAFKWRAQLPIEDSGRVEQQLAKLGEDARSQHIDPDYVTRVFDDQIRATEAIEYSRFSDWKLNPASAPPEPPDLSASRSAIDSLNNRMLSQIWSHWSLLSAPSCAAQLDRAKRDIVRSRHLDSLYQRALTTATQSYCQALPPA. The pIC50 is 4.6. (2) The drug is Cc1cc(N(Cc2ccc(/C=C/CN3CCN(C(C)C)CC3)cc2)CC(C)(C)C)nc(C)n1. The target protein (Q4KLH9) has sequence MDNSTGTWEGCHVDSRVDHLFPPSLYIFVIGVGLPTNCLALWAAYRQVRQRNELGVYLMNLSIADLLYICTLPLWVDYFLHHDNWIHGPGSCKLFGFIFYSNIYISIAFLCCISVDRYLAVAHPLRFARLRRVKTAVAVSSVVWATELGANSAPLFHDELFRDRYNHTFCFEKFPMERWVAWMNLYRVFVGFLFPWALMLLCYRGILRAVQSSVSTERQEKVKIKRLALSLIAIVLVCFAPYHALLLSRSAVYLGRPWDCGFEERVFSAYHSSLAFTSLNCVADPILYCLVNEGARSDVAKALHNLLRFLASNKPQEMANASLTLETPLTSKRSTTGKTSGAVWAVPPTAQGDQVPLKVLLPPAQ. The pIC50 is 5.8. (3) The drug is CCCCC[C@H](O)/C=C/[C@@H]1C2CCC(O2)[C@@H]1C/C=C\CCCC(=O)O. The target protein (O02853) has sequence MATPNRLWMALLLLGVLGVLQTPAPAQAALQPNFEEDKFLGRWFTSGLASNSSWFLEKKKVLSMCKSVVAPAADGGLNLTSTFLRKDQCETRTLLLRPAGPPGCYSYTSPHWSSTHEVSVAETDYETYALLYTEGVRGPGQDFRMATLYSRSQNPRAEVKEHFTTFAKSLGFTEEGIVFLPKTDKCMEEHP. The pIC50 is 3.0. (4) The small molecule is Cc1cn([C@H]2C[C@H](CO)N(C(=O)P(=O)(O)O)C2)c(=O)[nH]c1=O. The target protein (Q5FVR2) has sequence MAAPGTPPPLAPETAGADSGGGSGEHRQLPELIRLKRNGGHLSEADIRNFVHALMDGRAQDTQIGAMLMAIRLQGMDLEETSVLTQALAESGQQLEWPKAWHQQLVDKHSTGGVGDKVSLVLAPALAACGCKVPMISGRSLGHTGGTLDKLESIPGFSVTQSPEQMLQILEEVGCCIVGQSEKLVPADGILYAARDVTATVDSVPLITASILSKKAVEGLSTLVVDVKFGGAAVFPDQEKARELAKMLVRVGMGLGLQVAAALTAMDNPLGRNVGHTLEVEEALLCLDGAGPPDLRDLVIRLGGAILWLSGQAETQDQGAARVAAALDDGSALHRFQLMLSAQGVDPGLARALCSGSPTQRRQLLPHARKQEELLSPADGIVECVRALPLACVLHELGAGRSRAGQPIRPGVGAELLVDVGQWLSRGTPWLRVHLDGPALSSQQRRTLLGALVLSDRAPFKAPSPFAELVLPPTTP. The pIC50 is 7.3. (5) The small molecule is COc1cc2cc(N)[nH]c2cc1OC. The target protein (Q96KQ7) has sequence MAAAAGAAAAAAAEGEAPAEMGALLLEKETRGATERVHGSLGDTPRSEETLPKATPDSLEPAGPSSPASVTVTVGDEGADTPVGATPLIGDESENLEGDGDLRGGRILLGHATKSFPSSPSKGGSCPSRAKMSMTGAGKSPPSVQSLAMRLLSMPGAQGAAAAGSEPPPATTSPEGQPKVHRARKTMSKPGNGQPPVPEKRPPEIQHFRMSDDVHSLGKVTSDLAKRRKLNSGGGLSEELGSARRSGEVTLTKGDPGSLEEWETVVGDDFSLYYDSYSVDERVDSDSKSEVEALTEQLSEEEEEEEEEEEEEEEEEEEEEEEEDEESGNQSDRSGSSGRRKAKKKWRKDSPWVKPSRKRRKREPPRAKEPRGVNGVGSSGPSEYMEVPLGSLELPSEGTLSPNHAGVSNDTSSLETERGFEELPLCSCRMEAPKIDRISERAGHKCMATESVDGELSGCNAAILKRETMRPSSRVALMVLCETHRARMVKHHCCPGCGYF.... The pIC50 is 4.8.